Dataset: CYP2D6 inhibition data for predicting drug metabolism from PubChem BioAssay. Task: Regression/Classification. Given a drug SMILES string, predict its absorption, distribution, metabolism, or excretion properties. Task type varies by dataset: regression for continuous measurements (e.g., permeability, clearance, half-life) or binary classification for categorical outcomes (e.g., BBB penetration, CYP inhibition). Dataset: cyp2d6_veith. (1) The molecule is COCc1cc(=O)[nH]c2cc(NC(=O)C(F)(F)F)c(C)cc12. The result is 0 (non-inhibitor). (2) The result is 1 (inhibitor). The molecule is O[C@@H](COc1ccc(Cl)cc1Cl)CN1CCCC1. (3) The compound is O=C(NCC1CCCO1)c1ccc2c(=O)n(Cc3ccco3)c(SCC(=O)N3CCCC3)nc2c1. The result is 0 (non-inhibitor). (4) The molecule is Cc1ccc(C(=O)C2CCNCC2)cc1.Cl. The result is 1 (inhibitor). (5) The molecule is C=CCc1cc(C=O)cc(OC)c1OCc1ccc(Cl)cc1. The result is 0 (non-inhibitor). (6) The compound is NC1(C(=O)O)CCC1. The result is 0 (non-inhibitor). (7) The drug is CC1=C(C(N)=O)C(c2cccs2)n2nc(-c3cccc(Cl)c3)nc2N1. The result is 0 (non-inhibitor).